Dataset: Full USPTO retrosynthesis dataset with 1.9M reactions from patents (1976-2016). Task: Predict the reactants needed to synthesize the given product. (1) Given the product [CH3:3][O:4][C:5]1[C:10]([C:11]2[CH:12]=[C:13]([CH:16]=[CH:17][C:18]=2[O:19][C:20]2[CH:25]=[CH:24][CH:23]=[CH:22][CH:21]=2)[C:14]([NH2:15])=[O:27])=[CH:9][CH:8]=[CH:7][N:6]=1, predict the reactants needed to synthesize it. The reactants are: OO.[CH3:3][O:4][C:5]1[C:10]([C:11]2[CH:12]=[C:13]([CH:16]=[CH:17][C:18]=2[O:19][C:20]2[CH:25]=[CH:24][CH:23]=[CH:22][CH:21]=2)[C:14]#[N:15])=[CH:9][CH:8]=[CH:7][N:6]=1.C(=O)([O-])[O-:27].[K+].[K+]. (2) Given the product [NH2:2][C:1]1[C:3]2[C:22](=[CH:21][C:20]([O:24][CH3:25])=[CH:19][C:4]=2[O:5][CH:6]2[CH2:11][CH2:10][N:9]([C:12]([O:14][C:15]([CH3:18])([CH3:17])[CH3:16])=[O:13])[CH2:8][CH2:7]2)[NH:27][N:26]=1, predict the reactants needed to synthesize it. The reactants are: [C:1]([C:3]1[C:22](F)=[CH:21][C:20]([O:24][CH3:25])=[CH:19][C:4]=1[O:5][CH:6]1[CH2:11][CH2:10][N:9]([C:12]([O:14][C:15]([CH3:18])([CH3:17])[CH3:16])=[O:13])[CH2:8][CH2:7]1)#[N:2].[NH2:26][NH2:27].O.